Dataset: Reaction yield outcomes from USPTO patents with 853,638 reactions. Task: Predict the reaction yield, written as a fraction of the theoretical maximum amount of product (1.0 means a 100% yield; for example, 0.34 means a 34% yield). (1) The reactants are [CH:1]1([CH2:7][C@H:8]([N:12]2[CH2:16][C:15]([O:17][C:18]3[CH:23]=[CH:22][CH:21]=[C:20]([CH3:24])[C:19]=3[CH3:25])=[CH:14][C:13]2=[O:26])[C:9](O)=[O:10])[CH2:6][CH2:5][CH2:4][CH2:3][CH2:2]1.Cl.[CH3:28]N(C)CCCN=C=NCC.C(N(CC)C(C)C)(C)C.ON1C2C=CC=CC=2N=N1.Cl.[OH:59][C@@H:60]([CH2:90]O)[CH2:61][N:62]1[CH:66]=[CH:65][C:64]([NH:67]C(=O)[C@@H](N2CC(OC3C=CC=C(Cl)C=3Cl)=CC2=O)CC(C)C)=[N:63]1. The catalyst is ClCCl.C(OCC)(=O)C. The product is [CH:1]1([CH2:7][C@H:8]([N:12]2[CH2:16][C:15]([O:17][C:18]3[CH:23]=[CH:22][CH:21]=[C:20]([CH3:24])[C:19]=3[CH3:25])=[CH:14][C:13]2=[O:26])[C:9]([NH:67][C:64]2[CH:65]=[CH:66][N:62]([CH2:61][C:60]([OH:59])([CH3:90])[CH3:28])[N:63]=2)=[O:10])[CH2:6][CH2:5][CH2:4][CH2:3][CH2:2]1. The yield is 0.320. (2) The reactants are [CH3:1][O:2][CH:3]([O:19][CH3:20])[CH2:4][NH:5][C:6]1[C:15]([N+:16]([O-])=O)=[CH:14][CH:13]=[CH:12][C:7]=1[C:8]([O:10][CH3:11])=[O:9]. The catalyst is C(O)C.[Pd]. The product is [NH2:16][C:15]1[C:6]([NH:5][CH2:4][CH:3]([O:19][CH3:20])[O:2][CH3:1])=[C:7]([CH:12]=[CH:13][CH:14]=1)[C:8]([O:10][CH3:11])=[O:9]. The yield is 1.00. (3) The reactants are [CH2:1]([C:3]1[C:8](=[O:9])[NH:7][C:6]([CH3:10])=[C:5]([C:11]2[S:15][C:14]([S:16]([Cl:19])(=[O:18])=[O:17])=[CH:13][CH:12]=2)[CH:4]=1)[CH3:2].[Cl:20][C:21]1[CH:34]=[CH:33][C:24]([CH2:25][N:26]2[CH2:31][CH2:30][CH:29]([NH2:32])[CH2:28][CH2:27]2)=[CH:23][CH:22]=1. No catalyst specified. The product is [ClH:19].[Cl:20][C:21]1[CH:22]=[CH:23][C:24]([CH2:25][N:26]2[CH2:27][CH2:28][CH:29]([NH:32][S:16]([C:14]3[S:15][C:11]([C:5]4[CH:4]=[C:3]([CH2:1][CH3:2])[C:8](=[O:9])[NH:7][C:6]=4[CH3:10])=[CH:12][CH:13]=3)(=[O:18])=[O:17])[CH2:30][CH2:31]2)=[CH:33][CH:34]=1. The yield is 0.550.